This data is from Experimentally validated miRNA-target interactions with 360,000+ pairs, plus equal number of negative samples. The task is: Binary Classification. Given a miRNA mature sequence and a target amino acid sequence, predict their likelihood of interaction. The miRNA is hsa-miR-4427 with sequence UCUGAAUAGAGUCUGAAGAGU. The protein sequence of the target gene is MDSVRPLWLMLLSLLLVGTALGDASQAPPGNNAEICLLPPDDGPCRARIPSYYYDRYTQSCREFMYGGCEGNANNFETLEACNEACWKIEKVPKICRLKVNKKQCGELREQYFFNLSSMTCKKFISGGCHSNENRFPDEATCMDFCAPKRAPVFCYSPKDEGLCSANVTRYYFNPRHKACEAFNYTGCGGNDNNFVNLKDCKRTCVKALKKEKNKKMPRLLLANRRLKIKKKQF. Result: 0 (no interaction).